From a dataset of Full USPTO retrosynthesis dataset with 1.9M reactions from patents (1976-2016). Predict the reactants needed to synthesize the given product. (1) Given the product [C:11]([O:10][C:8](=[O:9])[CH2:7][NH:1][CH2:2][CH2:3][CH2:4][OH:5])([CH3:14])([CH3:13])[CH3:12], predict the reactants needed to synthesize it. The reactants are: [NH2:1][CH2:2][CH2:3][CH2:4][OH:5].Br[CH2:7][C:8]([O:10][C:11]([CH3:14])([CH3:13])[CH3:12])=[O:9]. (2) Given the product [ClH:1].[ClH:1].[O:3]([C:10]1[CH:11]=[C:12]([C@H:16]([C:24]2([OH:30])[CH2:25][CH2:26][CH2:27][CH2:28][CH2:29]2)[CH2:17][N:18]2[CH2:19][CH2:20][NH:21][CH2:22][CH2:23]2)[CH:13]=[CH:14][CH:15]=1)[C:4]1[CH:9]=[CH:8][CH:7]=[CH:6][CH:5]=1, predict the reactants needed to synthesize it. The reactants are: [ClH:1].Cl.[O:3]([C:10]1[CH:11]=[C:12]([CH:16]([C:24]2([OH:30])[CH2:29][CH2:28][CH2:27][CH2:26][CH2:25]2)[CH2:17][N:18]2[CH2:23][CH2:22][NH:21][CH2:20][CH2:19]2)[CH:13]=[CH:14][CH:15]=1)[C:4]1[CH:9]=[CH:8][CH:7]=[CH:6][CH:5]=1. (3) Given the product [NH2:7][C:6]1[CH:13]=[CH:14][C:3]([O:2][CH3:1])=[CH:4][C:5]=1[C:10]([NH:23][C:22]1[CH:24]=[CH:25][C:19]([CH:15]([CH2:17][CH3:18])[CH3:16])=[CH:20][CH:21]=1)=[O:11], predict the reactants needed to synthesize it. The reactants are: [CH3:1][O:2][C:3]1[CH:14]=[CH:13][C:6]2[NH:7]C(=O)O[C:10](=[O:11])[C:5]=2[CH:4]=1.[CH:15]([C:19]1[CH:25]=[CH:24][C:22]([NH2:23])=[CH:21][CH:20]=1)([CH2:17][CH3:18])[CH3:16]. (4) Given the product [CH:1]1[C:10]2[C:5](=[CH:6][CH:7]=[CH:8][CH:9]=2)[CH:4]=[CH:3][C:2]=1[S:11]([NH:15][C:16]1[CH:17]=[C:18]([CH:28]=[CH:29][C:30]=1[O:31][CH3:32])[C:19]([NH:21][C:22]1[CH:27]=[CH:26][CH:25]=[CH:24][CH:23]=1)=[O:20])(=[O:13])=[O:12], predict the reactants needed to synthesize it. The reactants are: [CH:1]1[C:10]2[C:5](=[CH:6][CH:7]=[CH:8][CH:9]=2)[CH:4]=[CH:3][C:2]=1[S:11](Cl)(=[O:13])=[O:12].[NH2:15][C:16]1[CH:17]=[C:18]([CH:28]=[CH:29][C:30]=1[O:31][CH3:32])[C:19]([NH:21][C:22]1[CH:27]=[CH:26][CH:25]=[CH:24][CH:23]=1)=[O:20]. (5) Given the product [C:17]([C:19]1[CH:27]=[CH:26][C:22]([C:23]([NH:13][CH2:12][CH2:11][C:10]2[CH:9]=[N:8][C:7]([CH3:14])=[C:6]3[O:15][C:2]([CH3:16])([CH3:1])[O:3][CH2:4][C:5]=23)=[O:24])=[CH:21][CH:20]=1)#[N:18], predict the reactants needed to synthesize it. The reactants are: [CH3:1][C:2]1([CH3:16])[O:15][C:6]2=[C:7]([CH3:14])[N:8]=[CH:9][C:10]([CH2:11][CH2:12][NH2:13])=[C:5]2[CH2:4][O:3]1.[C:17]([C:19]1[CH:27]=[CH:26][C:22]([C:23](O)=[O:24])=[CH:21][CH:20]=1)#[N:18]. (6) Given the product [CH2:1]([N:4]([CH2:21][CH2:22][CH3:23])[CH2:5][CH2:6][CH2:7][CH2:8][N:9]1[CH2:18][CH2:17][C:16]2[C:11](=[CH:12][CH:13]=[C:14]([CH2:19][NH:46][CH2:45][C:41]3[N:40]([CH3:39])[CH:44]=[CH:43][N:42]=3)[CH:15]=2)[CH2:10]1)[CH2:2][CH3:3], predict the reactants needed to synthesize it. The reactants are: [CH2:1]([N:4]([CH2:21][CH2:22][CH3:23])[CH2:5][CH2:6][CH2:7][CH2:8][N:9]1[CH2:18][CH2:17][C:16]2[C:11](=[CH:12][CH:13]=[C:14]([CH:19]=O)[CH:15]=2)[CH2:10]1)[CH2:2][CH3:3].C[Si](C)(C)CCOCN1C=CN=C1C=O.[CH3:39][N:40]1[CH:44]=[CH:43][N:42]=[C:41]1[CH2:45][NH2:46].